Dataset: Experimentally validated miRNA-target interactions with 360,000+ pairs, plus equal number of negative samples. Task: Binary Classification. Given a miRNA mature sequence and a target amino acid sequence, predict their likelihood of interaction. (1) The miRNA is hsa-miR-5588-3p with sequence AAGUCCCACUAAUGCCAGC. The protein sequence of the target gene is MSNNLRRVFLKPAEENSGNASRCVSGCMYQVVQTIGSDGKNLLQLLPIPKSSGNLIPLVQSSVMSDALKGNTGKPVQVTFQTQISSSSTSASVQLPIFQPASSSNYFLTRTVDTSEKGRVTSVGTGNFSSSVSKVQSHGVKIDGLTMQTFAVPPSTQKDSSFIVVNTQSLPVTVKSPVLPSGHHLQIPAHAEVKSVPASSLPPSVQQKILATATTSTSGMVEASQMPTVIYVSPVNTVKNVVTKNFQNIYPKPVTEIAKPVILNTTQIPKNVATETQLKGGQHSQAAPVKWIFQDNLQPF.... Result: 1 (interaction). (2) The miRNA is mmu-miR-382-3p with sequence UCAUUCACGGACAACACUUUUU. The protein sequence of the target gene is MRLLVLSSLLCILLLCFSIFSTEGKRRPAKAWSGRRTRLCCHRVPSPNSTNLKGHHVRLCKPCKLEPEPRLWVVPGALPQV. Result: 0 (no interaction). (3) The miRNA is hsa-miR-6715a-3p with sequence CCAAACCAGUCGUGCCUGUGG. The protein sequence of the target gene is MVALRGLGSGLQPWCPLDLRLEWVDTVWELDFTETEPLDPSIEAEIIETGLAAFTKLYESLLPFATGEHGSMESIWTFFIENNVSHSTLVALFYHFVQIVHKKNVSVQYREYGLHAAGLYFLLLEVPGSVANQVFHPVMFDKCIQTLKKSWPQESNLNRKRKKEQPKSSQANPGRHRKRGKPPRREDIEMDEIIEEQEDENICFSARDLSQIRNAIFHLLKNFLRLLPKFSLKEKPQCVQNCIEVFVSLTNFEPVLHECHVTQARALNQAKYIPELAYYGLYLLCSPIHGEGDKVISCVF.... Result: 1 (interaction). (4) The miRNA is hsa-miR-320d with sequence AAAAGCUGGGUUGAGAGGA. The protein sequence of the target gene is MTERPPSEAARSDPQLEGRDAAEASMAPPHLVLLNGVAKETSRAAAAEPPVIELGARGGPGGGPAGGGGAARDLKGRDAATAEARHRVPTTELCRPPGPAPAPAPASVTAELPGDGRMVQLSPPALAAPAAPGRALLYSLSQPLASLGSGFFGEPDAFPMFTTNNRVKRRPSPYEMEITDGPHTKVVRRIFTNSRERWRQQNVNGAFAELRKLIPTHPPDKKLSKNEILRLAMKYINFLAKLLNDQEEEGTQRAKTGKDPVVGAGGGGGGGGGGAPPDDLLQDVLSPNSSCGSSLDGAAS.... Result: 1 (interaction). (5) The miRNA is mmu-miR-299a-3p with sequence UAUGUGGGACGGUAAACCGCUU. The protein sequence of the target gene is MSGGGDVVCTGWLRKSPPEKKLRRYAWKKRWFILRSGRMSGDPDVLEYYKNDHSKKPLRIINLNFCEQVDAGLTFNKKELQDSFVFDIKTSERTFYLVAETEEDMNKWVQSICQICGFNQAEESTDSLRNVSSAGHGPRSSPAELSSSSQHLLRERKSSAPSHSSQPTLFTFEPPVSNHMQPTLSTSAPQEYLYLHQCISRRAENARSASFSQGTRASFLMRSDTAVQKLAQGNGHCVNGISGQVHGFYSLPKPSRHNTEFRDSTYDLPRSLASHGHTKGSLTGSETDNEDVYTFKTPSN.... Result: 0 (no interaction).